This data is from Forward reaction prediction with 1.9M reactions from USPTO patents (1976-2016). The task is: Predict the product of the given reaction. Given the reactants [C:1]([O:5][C:6]([N:8]1[CH2:13][CH2:12][CH:11]([N:14]2[C@H:18]([C:19]3[CH:24]=[CH:23][CH:22]=[CH:21][CH:20]=3)[CH2:17][NH:16][C:15]2=[O:25])[CH2:10][CH2:9]1)=[O:7])([CH3:4])([CH3:3])[CH3:2].Br[C:27]1[CH:32]=[CH:31][CH:30]=[CH:29][N:28]=1.C([O-])([O-])=O.[Cs+].[Cs+], predict the reaction product. The product is: [C:1]([O:5][C:6]([N:8]1[CH2:9][CH2:10][CH:11]([N:14]2[C@H:18]([C:19]3[CH:20]=[CH:21][CH:22]=[CH:23][CH:24]=3)[CH2:17][N:16]([C:27]3[CH:32]=[CH:31][CH:30]=[CH:29][N:28]=3)[C:15]2=[O:25])[CH2:12][CH2:13]1)=[O:7])([CH3:4])([CH3:2])[CH3:3].